Dataset: Peptide-MHC class II binding affinity with 134,281 pairs from IEDB. Task: Regression. Given a peptide amino acid sequence and an MHC pseudo amino acid sequence, predict their binding affinity value. This is MHC class II binding data. (1) The binding affinity (normalized) is 0. The peptide sequence is WKLEGRWDGEEEVQL. The MHC is DRB3_0202 with pseudo-sequence DRB3_0202. (2) The peptide sequence is YDKFLANVDTVLTGK. The MHC is DRB1_1602 with pseudo-sequence DRB1_1602. The binding affinity (normalized) is 0.564. (3) The peptide sequence is AGDGDVVAVDIKEKG. The MHC is DRB1_0901 with pseudo-sequence DRB1_0901. The binding affinity (normalized) is 0.0563. (4) The peptide sequence is DRDFIEGVHGGTWVS. The MHC is DRB1_0901 with pseudo-sequence DRB1_0901. The binding affinity (normalized) is 0.452.